From a dataset of Experimentally validated miRNA-target interactions with 360,000+ pairs, plus equal number of negative samples. Binary Classification. Given a miRNA mature sequence and a target amino acid sequence, predict their likelihood of interaction. The miRNA is mmu-miR-466i-3p with sequence AUACACACACACAUACACACUA. The protein sequence of the target gene is MKVWLASLFLCALVVKNSEGGSVLGAPDESNCGCQNGGVCVSYKYFSRIRRCSCPRKFQGEHCEIDASKTCYHGNGDSYRGKANTDTKGRPCLAWNAPAVLQKPYNAHRPDAISLGLGKHNYCRNPDNQKRPWCYVQIGLRQFVQECMVHDCSLSKKPSSSVDQQGFQCGQKALRPRFKIVGGEFTEVENQPWFAAIYQKNKGGSPPSFKCGGSLISPCWVASAAHCFIQLPKKENYVVYLGQSKESSYNPGEMKFEVEQLILHEYYREDSLAYHNDIALLKIRTSTGQCAQPSRSIQTI.... Result: 1 (interaction).